This data is from Reaction yield outcomes from USPTO patents with 853,638 reactions. The task is: Predict the reaction yield, written as a fraction of the theoretical maximum amount of product (1.0 means a 100% yield; for example, 0.34 means a 34% yield). (1) The reactants are [N:1]1([CH2:6][CH2:7][CH2:8][CH2:9][NH2:10])[CH2:5][CH2:4][CH2:3][CH2:2]1.[CH3:11][C:12]1[C:13]([CH:19]=O)=[N:14][CH:15]=[C:16]([CH3:18])[CH:17]=1.C([O-])([O-])=O.[K+].[K+].[BH4-].[Na+]. The catalyst is CO.O. The product is [CH3:11][C:12]1[C:13]([CH2:19][NH:10][CH2:9][CH2:8][CH2:7][CH2:6][N:1]2[CH2:5][CH2:4][CH2:3][CH2:2]2)=[N:14][CH:15]=[C:16]([CH3:18])[CH:17]=1. The yield is 0.330. (2) The reactants are C([Li])(C)(C)C.[CH3:6][CH2:7][CH2:8][CH2:9]C.[CH3:11][CH2:12][O:13][CH2:14][CH3:15]. No catalyst specified. The product is [CH2:6]([C:11]1[CH:15]=[CH:14][O:13][CH:12]=1)[CH2:7][CH2:8][CH3:9]. The yield is 1.00. (3) The reactants are [C:1]([Si:5]([C:39]1[CH:44]=[CH:43][CH:42]=[CH:41][CH:40]=1)([C:33]1[CH:38]=[CH:37][CH:36]=[CH:35][CH:34]=1)[O:6][CH2:7][C:8]([C:11]1[CH:15]=[C:14]([NH:16][C:17](=[O:32])[C:18]([S:21]([CH2:24][CH:25]2[CH2:30][CH2:29][CH:28]([OH:31])[CH2:27][CH2:26]2)(=[O:23])=[O:22])([CH3:20])[CH3:19])[O:13][N:12]=1)([CH3:10])[CH3:9])([CH3:4])([CH3:3])[CH3:2].[Cr](Cl)([O-])(=O)=O.[NH+]1C=CC=CC=1. The catalyst is C(Cl)Cl.C(OCC)C. The product is [C:1]([Si:5]([C:33]1[CH:34]=[CH:35][CH:36]=[CH:37][CH:38]=1)([C:39]1[CH:44]=[CH:43][CH:42]=[CH:41][CH:40]=1)[O:6][CH2:7][C:8]([C:11]1[CH:15]=[C:14]([NH:16][C:17](=[O:32])[C:18]([CH3:20])([S:21]([CH2:24][CH:25]2[CH2:30][CH2:29][C:28](=[O:31])[CH2:27][CH2:26]2)(=[O:23])=[O:22])[CH3:19])[O:13][N:12]=1)([CH3:10])[CH3:9])([CH3:2])([CH3:3])[CH3:4]. The yield is 0.540. (4) The reactants are [Cl:1][C:2]1[CH:10]=[C:9]2[C:5]([C:6]([C:11]([O:13][CH3:14])=[O:12])=[CH:7][NH:8]2)=[CH:4][C:3]=1B1OCC(C)(C)CO1.Br[C:24]1[CH:36]=[CH:35][C:27]([O:28][CH2:29][C@@H:30]2[CH2:34][CH2:33][CH2:32][NH:31]2)=[CH:26][CH:25]=1.C(=O)([O-])[O-].[K+].[K+].C(OCC)(=O)C. The catalyst is C1(C)C=CC=CC=1.C(O)C.C1C=CC(P(C2C=CC=CC=2)[C-]2C=CC=C2)=CC=1.C1C=CC(P(C2C=CC=CC=2)[C-]2C=CC=C2)=CC=1.Cl[Pd]Cl.[Fe+2]. The product is [Cl:1][C:2]1[CH:10]=[C:9]2[C:5]([C:6]([C:11]([O:13][CH3:14])=[O:12])=[CH:7][NH:8]2)=[CH:4][C:3]=1[C:24]1[CH:36]=[CH:35][C:27]([O:28][CH2:29][C@@H:30]2[CH2:34][CH2:33][CH2:32][NH:31]2)=[CH:26][CH:25]=1. The yield is 0.420. (5) The reactants are [CH3:1][C:2]1[CH:3]=[C:4]([C:8](=[O:10])[CH3:9])[CH:5]=[CH:6][CH:7]=1.[CH3:11][N:12]([CH:14](OC)OC)[CH3:13]. No catalyst specified. The product is [CH3:11][N:12]([CH3:14])/[CH:13]=[CH:9]/[C:8]([C:4]1[CH:5]=[CH:6][CH:7]=[C:2]([CH3:1])[CH:3]=1)=[O:10]. The yield is 0.350. (6) The reactants are [Br:1][C:2]1[CH:7]=[CH:6][C:5]([Cl:8])=[CH:4][C:3]=1[CH3:9].[Br:10]N1C(=O)CCC1=O. The catalyst is C(Cl)(Cl)(Cl)Cl.CCCCCC.CC(N=NC(C#N)(C)C)(C#N)C. The product is [Br:1][C:2]1[CH:7]=[CH:6][C:5]([Cl:8])=[CH:4][C:3]=1[CH2:9][Br:10]. The yield is 0.800.